Regression. Given a peptide amino acid sequence and an MHC pseudo amino acid sequence, predict their binding affinity value. This is MHC class I binding data. From a dataset of Peptide-MHC class I binding affinity with 185,985 pairs from IEDB/IMGT. (1) The peptide sequence is AYSSWMYSY. The MHC is HLA-A33:01 with pseudo-sequence HLA-A33:01. The binding affinity (normalized) is 0.0644. (2) The peptide sequence is NHINVFLSL. The MHC is HLA-B38:01 with pseudo-sequence HLA-B38:01. The binding affinity (normalized) is 0.575. (3) The peptide sequence is TVSALVYDNK. The binding affinity (normalized) is 0.836. The MHC is HLA-A68:01 with pseudo-sequence HLA-A68:01. (4) The peptide sequence is DHLKEKSSL. The MHC is HLA-A03:01 with pseudo-sequence HLA-A03:01. The binding affinity (normalized) is 0.0847.